Dataset: Full USPTO retrosynthesis dataset with 1.9M reactions from patents (1976-2016). Task: Predict the reactants needed to synthesize the given product. (1) Given the product [CH3:18][N:19]([CH3:24])[S:20]([N:9]1[CH:8]=[C:7]([C:1]2[CH:2]=[CH:3][CH:4]=[CH:5][CH:6]=2)[N:11]=[CH:10]1)(=[O:22])=[O:21], predict the reactants needed to synthesize it. The reactants are: [C:1]1([C:7]2[NH:11][CH:10]=[N:9][CH:8]=2)[CH:6]=[CH:5][CH:4]=[CH:3][CH:2]=1.C([O-])([O-])=O.[K+].[K+].[CH3:18][N:19]([CH3:24])[S:20](Cl)(=[O:22])=[O:21]. (2) Given the product [Br:1][C:2]1[CH:7]=[CH:6][C:5]([C:8]2([C:11]([NH:26][S:23]([CH3:22])(=[O:25])=[O:24])=[O:13])[CH2:10][CH2:9]2)=[CH:4][CH:3]=1, predict the reactants needed to synthesize it. The reactants are: [Br:1][C:2]1[CH:7]=[CH:6][C:5]([C:8]2([C:11]([OH:13])=O)[CH2:10][CH2:9]2)=[CH:4][CH:3]=1.C(Cl)(=O)C(Cl)=O.[H-].[Na+].[CH3:22][S:23]([NH2:26])(=[O:25])=[O:24]. (3) The reactants are: [CH2:1](Br)[C:2]1[CH:7]=[CH:6][CH:5]=[CH:4][CH:3]=1.[C:9]([O:13][C:14]([N:16]1[CH2:20][CH2:19][CH:18]([C:21](=[O:30])[C:22]2[CH:27]=[CH:26][C:25]([Cl:28])=[C:24]([Cl:29])[CH:23]=2)[CH2:17]1)=[O:15])([CH3:12])([CH3:11])[CH3:10].C[Si]([N-][Si](C)(C)C)(C)C.[Li+]. Given the product [C:9]([O:13][C:14]([N:16]1[CH2:20][CH2:19][C:18]([CH2:1][C:2]2[CH:7]=[CH:6][CH:5]=[CH:4][CH:3]=2)([C:21](=[O:30])[C:22]2[CH:27]=[CH:26][C:25]([Cl:28])=[C:24]([Cl:29])[CH:23]=2)[CH2:17]1)=[O:15])([CH3:12])([CH3:10])[CH3:11], predict the reactants needed to synthesize it. (4) Given the product [CH2:1]([O:8][C:9]([N:11]1[CH2:15][C@H:14]([CH2:16][C:17]2[CH:18]=[CH:19][CH:20]=[CH:21][CH:22]=2)[CH2:13][C@H:12]1[C:23](=[O:24])[NH:59][C:60]1[S:61][CH:62]=[C:63]([C:65]2[CH:66]=[CH:67][C:68]([C:69](=[O:70])[NH:71][CH:72]3[CH2:73][CH2:74]3)=[CH:75][CH:76]=2)[N:64]=1)=[O:10])[C:2]1[CH:7]=[CH:6][CH:5]=[CH:4][CH:3]=1, predict the reactants needed to synthesize it. The reactants are: [CH2:1]([O:8][C:9]([N:11]1[CH2:15][C@H:14]([CH2:16][C:17]2[CH:22]=[CH:21][CH:20]=[CH:19][CH:18]=2)[CH2:13][C@H:12]1[C:23](O)=[O:24])=[O:10])[C:2]1[CH:7]=[CH:6][CH:5]=[CH:4][CH:3]=1.CCN(C(C)C)C(C)C.CN(C(ON1N=NC2C=CC=NC1=2)=[N+](C)C)C.F[P-](F)(F)(F)(F)F.[NH2:59][C:60]1[S:61][CH:62]=[C:63]([C:65]2[CH:76]=[CH:75][C:68]([C:69]([NH:71][CH:72]3[CH2:74][CH2:73]3)=[O:70])=[CH:67][CH:66]=2)[N:64]=1. (5) Given the product [CH2:1]([CH:3]([N:6]1[C:10]2=[N:11][C:12]([CH3:28])=[C:13]([C:15]3[CH:20]=[CH:19][C:18]([O:21][C:22]([F:23])([F:24])[F:25])=[CH:17][C:16]=3[O:26][CH3:27])[N:14]=[C:9]2[C:8]([CH3:37])=[N:7]1)[CH2:4][CH3:5])[CH3:2].[CH2:1]([CH:3]([N:6]1[C:10]2=[N:11][C:12]([CH3:28])=[C:13]([C:15]3[CH:20]=[CH:19][C:18]([O:21][C:22]([F:23])([F:25])[F:24])=[CH:17][C:16]=3[O:26][CH3:27])[N:14]=[C:9]2[CH:8]=[N:7]1)[CH2:4][CH3:5])[CH3:2], predict the reactants needed to synthesize it. The reactants are: [CH2:1]([CH:3]([N:6]1[C:10]2=[N:11][C:12]([CH3:28])=[C:13]([C:15]3[CH:20]=[CH:19][C:18]([O:21][C:22]([F:25])([F:24])[F:23])=[CH:17][C:16]=3[O:26][CH3:27])[N:14]=[C:9]2[C:8](OS(C(F)(F)F)(=O)=O)=[N:7]1)[CH2:4][CH3:5])[CH3:2].[CH3:37]B(O)O. (6) Given the product [F:22][C:19]([F:20])([F:21])[C:11]1[CH:12]=[C:13]2[N:18]([C:10]=1[C:7]1[CH:8]=[CH:9][C:4]([NH2:1])=[CH:5][CH:6]=1)[CH2:17][CH2:16][CH2:15][CH2:14]2, predict the reactants needed to synthesize it. The reactants are: [N+:1]([C:4]1[CH:9]=[CH:8][C:7]([C:10]2[N:18]3[C:13]([CH:14]=[CH:15][CH:16]=[CH:17]3)=[CH:12][C:11]=2[C:19]([F:22])([F:21])[F:20])=[CH:6][CH:5]=1)([O-])=O.CCOC(C)=O. (7) Given the product [OH:1][CH:2]([C:6]1[CH:11]=[CH:10][C:9]([C:12]2[N:16]=[C:15]([C:17]3[CH:18]=[N:19][N:20]([C:26]4[CH:27]=[CH:28][CH:29]=[CH:30][CH:31]=4)[C:21]=3[C:22]([F:25])([F:24])[F:23])[O:14][N:13]=2)=[CH:8][CH:7]=1)[C:3]([NH:32][CH2:33][C:34]([O:36][C:37]([CH3:40])([CH3:39])[CH3:38])=[O:35])=[O:5], predict the reactants needed to synthesize it. The reactants are: [OH:1][CH:2]([C:6]1[CH:11]=[CH:10][C:9]([C:12]2[N:16]=[C:15]([C:17]3[CH:18]=[N:19][N:20]([C:26]4[CH:31]=[CH:30][CH:29]=[CH:28][CH:27]=4)[C:21]=3[C:22]([F:25])([F:24])[F:23])[O:14][N:13]=2)=[CH:8][CH:7]=1)[C:3]([OH:5])=O.[NH2:32][CH2:33][C:34]([O:36][C:37]([CH3:40])([CH3:39])[CH3:38])=[O:35].CN(C(ON1N=NC2C=CC=NC1=2)=[N+](C)C)C.F[P-](F)(F)(F)(F)F.CN1CCOCC1. (8) Given the product [ClH:24].[ClH:24].[NH:8]1[CH2:13][CH2:12][CH:11]([NH:14][CH2:15][CH:16]([C:17]2[CH:22]=[CH:21][CH:20]=[CH:19][N:18]=2)[OH:23])[CH2:10][CH2:9]1, predict the reactants needed to synthesize it. The reactants are: C(OC([N:8]1[CH2:13][CH2:12][CH:11]([NH:14][CH2:15][CH:16]([OH:23])[C:17]2[CH:22]=[CH:21][CH:20]=[CH:19][N:18]=2)[CH2:10][CH2:9]1)=O)(C)(C)C.[ClH:24].O1CCOCC1.